Dataset: Full USPTO retrosynthesis dataset with 1.9M reactions from patents (1976-2016). Task: Predict the reactants needed to synthesize the given product. (1) Given the product [C:1]([O:5][C:6](=[O:35])[NH:7][CH2:8][CH:9]1[CH2:10][CH2:11][CH:12]([CH2:15][NH:16][C:17]2[C:22]([C:23]#[N:24])=[CH:21][N:20]=[C:19]([NH:26][CH2:27][C:28]3[CH:33]=[CH:32][CH:31]=[CH:30][C:29]=3[Cl:34])[CH:18]=2)[CH2:13][CH2:14]1)([CH3:4])([CH3:2])[CH3:3], predict the reactants needed to synthesize it. The reactants are: [C:1]([O:5][C:6](=[O:35])[NH:7][CH2:8][CH:9]1[CH2:14][CH2:13][CH:12]([CH2:15][NH:16][C:17]2[C:22]([C:23](=O)[NH2:24])=[CH:21][N:20]=[C:19]([NH:26][CH2:27][C:28]3[CH:33]=[CH:32][CH:31]=[CH:30][C:29]=3[Cl:34])[CH:18]=2)[CH2:11][CH2:10]1)([CH3:4])([CH3:3])[CH3:2].CC[N+](S(N=C(OC)[O-])(=O)=O)(CC)CC.O. (2) Given the product [F:1][C:2]1[CH:7]=[CH:6][C:5]([CH3:8])=[CH:4][C:3]=1[C:9]1[CH:10]=[N:11][C:12]([N:15]2[C:23]3[C:18](=[CH:19][CH:20]=[C:21]([C:24]([N:26]([CH3:32])[CH2:27][C:28]([NH:30][CH3:31])=[O:29])=[O:25])[CH:22]=3)[C:17]([S:33]([CH3:34])=[O:40])=[CH:16]2)=[N:13][CH:14]=1, predict the reactants needed to synthesize it. The reactants are: [F:1][C:2]1[CH:7]=[CH:6][C:5]([CH3:8])=[CH:4][C:3]=1[C:9]1[CH:10]=[N:11][C:12]([N:15]2[C:23]3[C:18](=[CH:19][CH:20]=[C:21]([C:24]([N:26]([CH3:32])[CH2:27][C:28]([NH:30][CH3:31])=[O:29])=[O:25])[CH:22]=3)[C:17]([S:33][CH3:34])=[CH:16]2)=[N:13][CH:14]=1.ClC1C=C(C=CC=1)C(OO)=[O:40]. (3) Given the product [NH2:1][C:2]1[C:3]2[N:4]([C:8]([C:12]3([OH:22])[CH2:20][CH2:19][CH2:18][C:17]4[N:16]([CH3:21])[N:15]=[CH:14][C:13]3=4)=[N:9][C:10]=2[C:31]2[CH:49]=[CH:48][C:34]([C:35]([NH:37][C:38]3[CH:43]=[C:42]([C:44]([F:45])([F:46])[F:47])[CH:41]=[CH:40][N:39]=3)=[O:36])=[CH:33][CH:32]=2)[CH:5]=[CH:6][N:7]=1, predict the reactants needed to synthesize it. The reactants are: [NH2:1][C:2]1[C:3]2[N:4]([C:8]([C:12]3([OH:22])[CH2:20][CH2:19][CH2:18][C:17]4[N:16]([CH3:21])[N:15]=[CH:14][C:13]3=4)=[N:9][C:10]=2Br)[CH:5]=[CH:6][N:7]=1.CC1(C)C(C)(C)OB([C:31]2[CH:49]=[CH:48][C:34]([C:35]([NH:37][C:38]3[CH:43]=[C:42]([C:44]([F:47])([F:46])[F:45])[CH:41]=[CH:40][N:39]=3)=[O:36])=[CH:33][CH:32]=2)O1.C([O-])([O-])=O.[K+].[K+].O1CCOCC1. (4) Given the product [Br:19][CH:11]([C:12]1[CH:13]=[N:14][CH:15]=[CH:16][CH:17]=1)[C:10]([C:3]1[C:4]2[C:9](=[CH:8][CH:7]=[CH:6][CH:5]=2)[NH:1][CH:2]=1)=[O:18], predict the reactants needed to synthesize it. The reactants are: [NH:1]1[C:9]2[C:4](=[CH:5][CH:6]=[CH:7][CH:8]=2)[C:3]([C:10](=[O:18])[CH2:11][C:12]2[CH:13]=[N:14][CH:15]=[CH:16][CH:17]=2)=[CH:2]1.[Br-:19].[Br-].[Br-].C1([N+](C)(C)C)C=CC=CC=1.C1([N+](C)(C)C)C=CC=CC=1.C1([N+](C)(C)C)C=CC=CC=1.